The task is: Predict the reaction yield, written as a fraction of the theoretical maximum amount of product (1.0 means a 100% yield; for example, 0.34 means a 34% yield).. This data is from Reaction yield outcomes from USPTO patents with 853,638 reactions. The product is [Cl:19][C:16]1[CH:17]=[CH:18][C:13]([C:4]2[N:5]=[C:6]([C:9]([O:11][CH3:12])=[O:10])[C:7]3[CH:24]=[C:25]([CH3:26])[NH:1][C:2]=3[N:3]=2)=[C:14]([F:23])[C:15]=1[N:20]([CH3:22])[CH3:21]. The yield is 0.0800. The catalyst is CS(C)=O.CO.C1C=CC([P]([Pd]([P](C2C=CC=CC=2)(C2C=CC=CC=2)C2C=CC=CC=2)([P](C2C=CC=CC=2)(C2C=CC=CC=2)C2C=CC=CC=2)[P](C2C=CC=CC=2)(C2C=CC=CC=2)C2C=CC=CC=2)(C2C=CC=CC=2)C2C=CC=CC=2)=CC=1. The reactants are [NH2:1][C:2]1[C:7](Cl)=[C:6]([C:9]([O:11][CH3:12])=[O:10])[N:5]=[C:4]([C:13]2[CH:18]=[CH:17][C:16]([Cl:19])=[C:15]([N:20]([CH3:22])[CH3:21])[C:14]=2[F:23])[N:3]=1.[CH:24]([Sn](CCCC)(CCCC)CCCC)=[C:25]=[CH2:26].[F-].[K+].